This data is from Forward reaction prediction with 1.9M reactions from USPTO patents (1976-2016). The task is: Predict the product of the given reaction. Given the reactants Br[CH:2]1[CH:8]([OH:9])[CH2:7][CH2:6][CH2:5][N:4]([C:10]([O:12][CH2:13][C:14]2[CH:19]=[CH:18][CH:17]=[CH:16][CH:15]=2)=[O:11])[CH2:3]1.[N-:20]=[N+:21]=[N-:22].[Na+].O, predict the reaction product. The product is: [N:20]([CH:2]1[CH:8]([OH:9])[CH2:7][CH2:6][CH2:5][N:4]([C:10]([O:12][CH2:13][C:14]2[CH:19]=[CH:18][CH:17]=[CH:16][CH:15]=2)=[O:11])[CH2:3]1)=[N+:21]=[N-:22].